Predict the product of the given reaction. From a dataset of Forward reaction prediction with 1.9M reactions from USPTO patents (1976-2016). (1) Given the reactants [F:1][C@H:2]1[CH2:19][C@@:17]2([CH3:18])[C@@H:13]([CH2:14][CH2:15][C:16]2=[O:20])[C@H:12]2[C@H:3]1[C@@H:4]1[C:9]([CH2:10][C@H:11]2[CH3:21])=[CH:8][C:7](=[O:22])[CH2:6][CH2:5]1.S([C:27]1C=CC(C)=CC=1)([O-])(=O)=O.[NH+]1C=CC=CC=1, predict the reaction product. The product is: [F:1][C@H:2]1[CH2:19][C@@:17]2([CH3:18])[C@@H:13]([CH2:14][CH2:15][C:16]2=[O:20])[C@H:12]2[C@H:3]1[C@@H:4]1[C:9](=[CH:10][C@H:11]2[CH3:21])[CH:8]=[C:7]([O:22][CH3:27])[CH2:6][CH2:5]1. (2) The product is: [C:26]([NH:1][C:2]1[CH:11]=[C:10]2[C:5]3=[C:6]([CH:20]=[C:21]([C:23]([OH:25])=[O:24])[CH:22]=[C:4]3[CH:3]=1)[C:7](=[O:19])[N:8]([CH2:13][CH2:14][CH2:15][C:16]([OH:18])=[O:17])[C:9]2=[O:12])(=[O:28])[CH3:27]. Given the reactants [NH2:1][C:2]1[CH:11]=[C:10]2[C:5]3=[C:6]([CH:20]=[C:21]([C:23]([OH:25])=[O:24])[CH:22]=[C:4]3[CH:3]=1)[C:7](=[O:19])[N:8]([CH2:13][CH2:14][CH2:15][C:16]([OH:18])=[O:17])[C:9]2=[O:12].[C:26](OC(=O)C)(=[O:28])[CH3:27], predict the reaction product. (3) Given the reactants O[C:2]1[N:11]=[CH:10][C:9]2[C:4](=[CH:5][CH:6]=[CH:7][CH:8]=2)[N:3]=1.F[P-](F)(F)(F)(F)F.[N:19]1(O[P+](N(C)C)(N(C)C)N(C)C)[C:23]2[CH:24]=[CH:25][CH:26]=[CH:27][C:22]=2[N:21]=[N:20]1.C1CCN2C(=NCCC2)CC1.N1C2C=CC=CC=2N=N1, predict the reaction product. The product is: [N:19]1([C:10]2[C:9]3[C:4](=[CH:5][CH:6]=[CH:7][CH:8]=3)[N:3]=[CH:2][N:11]=2)[C:23]2[CH:24]=[CH:25][CH:26]=[CH:27][C:22]=2[N:21]=[N:20]1. (4) Given the reactants C1C2C(=CC=CC=2)[C@@H](N)[C@H]1O.B.CCN(C1C=CC=CC=1)CC.[CH:24]([C:27]1[C:36]2[C:37](=[O:45])[O:38][C:39]3([CH2:44][CH2:43][O:42][CH2:41][CH2:40]3)[C:35]=2[C:34]2[C:33](=[O:46])[CH2:32][C:31]([CH3:48])([CH3:47])[CH2:30][C:29]=2[N:28]=1)([CH3:26])[CH3:25].CO, predict the reaction product. The product is: [OH:46][C@H:33]1[CH2:32][C:31]([CH3:48])([CH3:47])[CH2:30][C:29]2[N:28]=[C:27]([CH:24]([CH3:26])[CH3:25])[C:36]3[C:37](=[O:45])[O:38][C:39]4([CH2:40][CH2:41][O:42][CH2:43][CH2:44]4)[C:35]=3[C:34]1=2. (5) Given the reactants [F:1][C:2]1[CH:7]=[CH:6][C:5]([C@:8]2([CH2:32][CH2:33][CH2:34][OH:35])[O:13][C:12](=[O:14])[N:11]([C@H:15]([C:17]3[CH:22]=[CH:21][C:20](B4OC(C)(C)C(C)(C)O4)=[CH:19][CH:18]=3)[CH3:16])[CH2:10][CH2:9]2)=[CH:4][CH:3]=1.Br[C:37]1[C:38]([CH3:44])=[N:39][C:40]([CH3:43])=[CH:41][CH:42]=1, predict the reaction product. The product is: [CH3:44][C:38]1[C:37]([C:20]2[CH:19]=[CH:18][C:17]([C@@H:15]([N:11]3[CH2:10][CH2:9][C@@:8]([C:5]4[CH:4]=[CH:3][C:2]([F:1])=[CH:7][CH:6]=4)([CH2:32][CH2:33][CH2:34][OH:35])[O:13][C:12]3=[O:14])[CH3:16])=[CH:22][CH:21]=2)=[CH:42][CH:41]=[C:40]([CH3:43])[N:39]=1.